From a dataset of Forward reaction prediction with 1.9M reactions from USPTO patents (1976-2016). Predict the product of the given reaction. (1) Given the reactants [Cl:1][C:2]1[CH:7]=[C:6]([C:8]([F:11])([F:10])[F:9])[CH:5]=[CH:4][C:3]=1[CH2:12][C:13]([OH:15])=[O:14].[CH2:16](N(CC)CC)C.[NH4+].[Cl-], predict the reaction product. The product is: [CH3:16][O:14][C:13](=[O:15])[CH2:12][C:3]1[CH:4]=[CH:5][C:6]([C:8]([F:11])([F:10])[F:9])=[CH:7][C:2]=1[Cl:1]. (2) Given the reactants COC(=O)CN[C:6](=[O:37])[C:7]1[CH:12]=[C:11]([Cl:13])[C:10]([O:14][C:15]2[CH:20]=[CH:19][N:18]=[CH:17][C:16]=2[C:21]([N:23]2[C:32]3[C:27](=[CH:28][CH:29]=[CH:30][CH:31]=3)[N:26]([CH:33]3[CH2:35][CH2:34]3)[CH2:25][CH2:24]2)=[O:22])=[CH:9][C:8]=1[Cl:36].[CH2:39]([O:41][C:42]([C:44]1[S:45][C:46]([NH2:49])=[N:47][N:48]=1)=[O:43])[CH3:40], predict the reaction product. The product is: [CH2:39]([O:41][C:42]([C:44]1[S:45][C:46]([NH:49][C:6](=[O:37])[C:7]2[CH:12]=[C:11]([Cl:13])[C:10]([O:14][C:15]3[CH:20]=[CH:19][N:18]=[CH:17][C:16]=3[C:21]([N:23]3[C:32]4[C:27](=[CH:28][CH:29]=[CH:30][CH:31]=4)[N:26]([CH:33]4[CH2:35][CH2:34]4)[CH2:25][CH2:24]3)=[O:22])=[CH:9][C:8]=2[Cl:36])=[N:47][N:48]=1)=[O:43])[CH3:40].